Dataset: Forward reaction prediction with 1.9M reactions from USPTO patents (1976-2016). Task: Predict the product of the given reaction. (1) Given the reactants O=O.[C:3]1([CH:9]([OH:11])[CH3:10])[CH:8]=[CH:7][CH:6]=[CH:5][CH:4]=1, predict the reaction product. The product is: [C:9]([C:3]1[CH:8]=[CH:7][CH:6]=[CH:5][CH:4]=1)(=[O:11])[CH3:10]. (2) Given the reactants [OH:1][C:2]1[C:3]([CH2:12][C:13]([CH3:15])=[CH2:14])=[C:4]([CH:9]=[CH:10][CH:11]=1)[C:5](OC)=[O:6].[H-].[H-].[H-].[H-].[Li+].[Al+3], predict the reaction product. The product is: [OH:6][CH2:5][C:4]1[C:3]([CH2:12][C:13]([CH3:15])=[CH2:14])=[C:2]([OH:1])[CH:11]=[CH:10][CH:9]=1.